From a dataset of Catalyst prediction with 721,799 reactions and 888 catalyst types from USPTO. Predict which catalyst facilitates the given reaction. (1) Reactant: BrN1C(=O)CCC1=O.[Cl:9][C:10]1[CH:11]=[C:12]2[C:16](=[CH:17][CH:18]=1)[N:15]([CH2:19][C:20]([OH:22])=[O:21])[C:14]([CH3:23])=[C:13]2[C:24]1[C:33]2[C:28](=[CH:29][C:30]([Cl:34])=[CH:31][CH:32]=2)[N:27]=[CH:26][CH:25]=1.[C:35]([OH:38])(=[O:37])[CH3:36]. Product: [C:35]([O:38][CH2:23][C:14]1[N:15]([CH2:19][C:20]([OH:22])=[O:21])[C:16]2[C:12]([C:13]=1[C:24]1[C:33]3[C:28](=[CH:29][C:30]([Cl:34])=[CH:31][CH:32]=3)[N:27]=[CH:26][CH:25]=1)=[CH:11][C:10]([Cl:9])=[CH:18][CH:17]=2)(=[O:37])[CH3:36]. The catalyst class is: 26. (2) Reactant: C(OC([N:8]1[CH2:13][CH2:12][CH:11]([O:14][C:15]2[CH:20]=[CH:19][C:18]([C:21]#[N:22])=[CH:17][CH:16]=2)[CH2:10][CH2:9]1)=O)(C)(C)C.[ClH:23]. Product: [ClH:23].[C:21]([C:18]1[CH:17]=[CH:16][C:15]([O:14][CH:11]2[CH2:12][CH2:13][NH:8][CH2:9][CH2:10]2)=[CH:20][CH:19]=1)#[N:22]. The catalyst class is: 12. (3) Reactant: [Br:1][C:2]1[CH:14]=[CH:13][C:5]2[NH:6][C:7](=O)[CH:8]([CH3:11])[CH2:9][NH:10][C:4]=2[CH:3]=1.COC1C=CC(P2(SP(C3C=CC(OC)=CC=3)(=S)S2)=[S:24])=CC=1. Product: [Br:1][C:2]1[CH:14]=[CH:13][C:5]2[NH:6][C:7](=[S:24])[CH:8]([CH3:11])[CH2:9][NH:10][C:4]=2[CH:3]=1. The catalyst class is: 7. (4) Reactant: [C:1](=O)([S:3][CH2:4][CH2:5][C:6]1[CH:11]=[CH:10][CH:9]=[C:8]([CH2:12][C@H:13]([NH:26][C:27]([O:29][C:30]([CH3:33])([CH3:32])[CH3:31])=[O:28])[C:14]([N:16]([C:18]2[CH:23]=[CH:22][C:21]([O:24][CH3:25])=[CH:20][CH:19]=2)[CH3:17])=[O:15])[CH:7]=1)[CH3:2].[OH-].[K+].C([N:40]1[C:48]2[C:43](=[CH:44][CH:45]=[CH:46][CH:47]=2)[C:42]([CH2:49][C:50]([O:52][CH2:53][CH3:54])=[O:51])=C1CBr)(=O)C.Cl. Product: [C:30]([O:29][C:27]([NH:26][C@H:13]([C:14]([N:16]([C:18]1[CH:23]=[CH:22][C:21]([O:24][CH3:25])=[CH:20][CH:19]=1)[CH3:17])=[O:15])[CH2:12][C:8]1[CH:7]=[C:6]([CH:11]=[CH:10][CH:9]=1)[CH2:5][CH2:4][S:3][CH2:1][C:2]1[NH:40][C:48]2[C:43]([C:42]=1[CH2:49][C:50]([O:52][CH2:53][CH3:54])=[O:51])=[CH:44][CH:45]=[CH:46][CH:47]=2)=[O:28])([CH3:31])([CH3:33])[CH3:32]. The catalyst class is: 8.